This data is from Catalyst prediction with 721,799 reactions and 888 catalyst types from USPTO. The task is: Predict which catalyst facilitates the given reaction. (1) Product: [F:34][C:2]([F:1])([F:35])[C:3]1[CH:4]=[C:5]([CH:31]=[CH:32][CH:33]=1)[CH2:6][NH:7][C:8](=[O:30])[C:9]1[CH:14]=[CH:13][N:12]=[C:11]([C:15]2[CH:20]=[C:19]([O:21][CH2:22][C:23]([F:25])([F:24])[F:26])[CH:18]=[CH:17][C:16]=2[NH2:27])[CH:10]=1. Reactant: [F:1][C:2]([F:35])([F:34])[C:3]1[CH:4]=[C:5]([CH:31]=[CH:32][CH:33]=1)[CH2:6][NH:7][C:8](=[O:30])[C:9]1[CH:14]=[CH:13][N:12]=[C:11]([C:15]2[CH:20]=[C:19]([O:21][CH2:22][C:23]([F:26])([F:25])[F:24])[CH:18]=[CH:17][C:16]=2[N+:27]([O-])=O)[CH:10]=1. The catalyst class is: 19. (2) Reactant: C([O:3][C:4]([C:6]1[S:10][C:9]([NH:11][S:12]([CH3:15])(=[O:14])=[O:13])=[N:8][C:7]=1[CH3:16])=[O:5])C.[OH-].[Na+].Cl. Product: [CH3:15][S:12]([NH:11][C:9]1[S:10][C:6]([C:4]([OH:5])=[O:3])=[C:7]([CH3:16])[N:8]=1)(=[O:13])=[O:14]. The catalyst class is: 5. (3) Product: [Cl:30][C:13]1[N:12]2[N:16]=[C:17]([C:19]([F:22])([F:21])[F:20])[N:18]=[C:11]2[CH:10]=[C:9]([C:3]2[CH:4]=[CH:5][C:6]([Cl:8])=[CH:7][C:2]=2[Cl:1])[N:14]=1. The catalyst class is: 572. Reactant: [Cl:1][C:2]1[CH:7]=[C:6]([Cl:8])[CH:5]=[CH:4][C:3]=1[C:9]1[N:14]=[C:13](O)[N:12]2[N:16]=[C:17]([C:19]([F:22])([F:21])[F:20])[N:18]=[C:11]2[CH:10]=1.C(=O)(O)[O-].[Na+].P(Cl)(Cl)([Cl:30])=O. (4) Reactant: Cl.[C:2]([NH2:10])(=[NH:9])[C:3]1[CH:8]=[CH:7][CH:6]=[CH:5][CH:4]=1.C[O-].[Na+].[C:14]([CH:17]([CH:22]([CH2:27][CH2:28][CH3:29])[C:23]([O:25]C)=[O:24])[C:18](OC)=[O:19])(=O)[CH3:15]. Product: [CH3:15][C:14]1[N:9]=[C:2]([C:3]2[CH:8]=[CH:7][CH:6]=[CH:5][CH:4]=2)[NH:10][C:18](=[O:19])[C:17]=1[CH:22]([CH2:27][CH2:28][CH3:29])[C:23]([OH:25])=[O:24]. The catalyst class is: 5. (5) Reactant: [Cl:1][C:2]1[C:10]2[C:5](=[CH:6][C:7]([S:11]([N:14]3[CH2:19][CH2:18][N:17]([C:20]([CH:22]4[CH2:27][CH2:26][N:25]([C:28]5[CH:29]=[N:30][C:31]([O:35]C)=[C:32]([CH3:34])[CH:33]=5)[CH2:24][CH2:23]4)=[O:21])[CH2:16][CH2:15]3)(=[O:13])=[O:12])=[CH:8][CH:9]=2)[NH:4][CH:3]=1.Cl.N1C=CC=CC=1.O.ClCCl. Product: [Cl:1][C:2]1[C:10]2[C:5](=[CH:6][C:7]([S:11]([N:14]3[CH2:19][CH2:18][N:17]([C:20]([CH:22]4[CH2:23][CH2:24][N:25]([C:28]5[CH:33]=[C:32]([CH3:34])[C:31](=[O:35])[NH:30][CH:29]=5)[CH2:26][CH2:27]4)=[O:21])[CH2:16][CH2:15]3)(=[O:13])=[O:12])=[CH:8][CH:9]=2)[NH:4][CH:3]=1. The catalyst class is: 10. (6) Reactant: [CH2:1]([C:8]1[CH:9]=[C:10]([NH:14][C:15]2[C:20]([C:21]([NH:23][C@@H:24]3[CH2:29][CH2:28][C@H:27]([NH:30][C:31]([C:33]4[N:34]=[C:35]5[CH:40]=[CH:39][CH:38]=[CH:37][N:36]5[CH:41]=4)=[O:32])[CH2:26][CH2:25]3)=[O:22])=[CH:19][C:18]([F:42])=[CH:17][N:16]=2)[CH:11]=[CH:12][CH:13]=1)[C:2]1[CH:7]=[CH:6][CH:5]=[CH:4][CH:3]=1.[C:43](N1C=CN=C1)(N1C=CN=C1)=[O:44].[H-].[Na+]. Product: [CH2:1]([C:8]1[CH:9]=[C:10]([N:14]2[C:15]3[N:16]=[CH:17][C:18]([F:42])=[CH:19][C:20]=3[C:21](=[O:22])[N:23]([C@@H:24]3[CH2:29][CH2:28][C@H:27]([NH:30][C:31]([C:33]4[N:34]=[C:35]5[CH:40]=[CH:39][CH:38]=[CH:37][N:36]5[CH:41]=4)=[O:32])[CH2:26][CH2:25]3)[C:43]2=[O:44])[CH:11]=[CH:12][CH:13]=1)[C:2]1[CH:3]=[CH:4][CH:5]=[CH:6][CH:7]=1. The catalyst class is: 9. (7) Reactant: [CH3:1][N:2]([CH2:46][CH2:47][N:48]1[CH2:53][CH2:52][NH:51][CH2:50][CH2:49]1)[C:3](=[O:45])[C:4]1[CH:44]=[CH:43][CH:42]=[C:6]([C:7]([NH:9][C:10]2[CH:15]=[CH:14][C:13]([N:16]3[CH2:21][CH2:20][CH2:19][CH2:18][CH2:17]3)=[CH:12][C:11]=2[C:22]2[CH:27]=[C:26]([C:28](=[O:41])[NH:29][CH2:30][C:31]3[CH:36]=[CH:35][CH:34]=[C:33]([C:37]([F:40])([F:39])[F:38])[CH:32]=3)[CH:25]=[CH:24][N:23]=2)=[O:8])[CH:5]=1.C(N(CC)CC)C.[C:61](Cl)(=[O:63])[CH3:62]. Product: [C:61]([N:51]1[CH2:52][CH2:53][N:48]([CH2:47][CH2:46][N:2]([CH3:1])[C:3](=[O:45])[C:4]2[CH:44]=[CH:43][CH:42]=[C:6]([C:7]([NH:9][C:10]3[CH:15]=[CH:14][C:13]([N:16]4[CH2:21][CH2:20][CH2:19][CH2:18][CH2:17]4)=[CH:12][C:11]=3[C:22]3[CH:27]=[C:26]([C:28](=[O:41])[NH:29][CH2:30][C:31]4[CH:36]=[CH:35][CH:34]=[C:33]([C:37]([F:39])([F:40])[F:38])[CH:32]=4)[CH:25]=[CH:24][N:23]=3)=[O:8])[CH:5]=2)[CH2:49][CH2:50]1)(=[O:63])[CH3:62]. The catalyst class is: 4.